Dataset: Reaction yield outcomes from USPTO patents with 853,638 reactions. Task: Predict the reaction yield, written as a fraction of the theoretical maximum amount of product (1.0 means a 100% yield; for example, 0.34 means a 34% yield). The reactants are [NH2:1][C:2]1[CH:7]=[CH:6][C:5]([S:8]([NH:11][C:12]2[S:16][C:15]([S:17]([NH2:20])(=[O:19])=[O:18])=[N:14][N:13]=2)(=[O:10])=[O:9])=[CH:4][CH:3]=1.C(N(CC)CC)C.[C:28](Cl)(=[O:38])[CH2:29][CH2:30][CH2:31][CH2:32][CH2:33][CH2:34][CH2:35][CH2:36][CH3:37]. The catalyst is C(#N)C. The product is [S:17]([C:15]1[S:16][C:12]([NH:11][S:8]([C:5]2[CH:6]=[CH:7][C:2]([NH:1][C:28](=[O:38])[CH2:29][CH2:30][CH2:31][CH2:32][CH2:33][CH2:34][CH2:35][CH2:36][CH3:37])=[CH:3][CH:4]=2)(=[O:10])=[O:9])=[N:13][N:14]=1)(=[O:18])(=[O:19])[NH2:20]. The yield is 0.600.